From a dataset of Full USPTO retrosynthesis dataset with 1.9M reactions from patents (1976-2016). Predict the reactants needed to synthesize the given product. (1) Given the product [CH3:20][N:21]1[C:30](=[O:31])[C:29]2[C:24](=[C:25]([C:32]([NH:19][C:17]3[CH:16]=[CH:15][CH:14]=[C:13]([N:8]4[CH2:9][CH2:10][CH2:11][CH2:12]4)[N:18]=3)=[O:33])[CH:26]=[CH:27][CH:28]=2)[N:23]=[C:22]1[C:35]1[CH:40]=[CH:39][CH:38]=[C:37]([C:41]([F:43])([F:42])[F:44])[CH:36]=1, predict the reactants needed to synthesize it. The reactants are: C(N(CC)CC)C.[N:8]1([C:13]2[N:18]=[C:17]([NH2:19])[CH:16]=[CH:15][CH:14]=2)[CH2:12][CH2:11][CH2:10][CH2:9]1.[CH3:20][N:21]1[C:30](=[O:31])[C:29]2[C:24](=[C:25]([C:32](Cl)=[O:33])[CH:26]=[CH:27][CH:28]=2)[N:23]=[C:22]1[C:35]1[CH:40]=[CH:39][CH:38]=[C:37]([C:41]([F:44])([F:43])[F:42])[CH:36]=1.Cl. (2) Given the product [ClH:45].[CH3:100][O:101][C:102](=[O:111])[C:103]1[CH:108]=[CH:107][C:106]([CH2:109][NH:110][C:70]([NH:69][C@@H:66]2[CH2:67][CH2:68][N:64]([C:62]3[N:61]=[C:60]4[C:56]([N:57]=[CH:58][N:59]4[C@@H:80]4[CH2:84][C@H:83]([N:85]5[N:89]=[N:88][C:87]([CH2:90][CH3:91])=[N:86]5)[C@@H:82]([OH:92])[C@H:81]4[OH:93])=[C:55]([NH:54][CH2:53][CH:52]([C:94]4[CH:95]=[CH:96][CH:97]=[CH:98][CH:99]=4)[C:46]4[CH:47]=[CH:48][CH:49]=[CH:50][CH:51]=4)[N:63]=3)[CH2:65]2)=[O:71])=[CH:105][CH:104]=1, predict the reactants needed to synthesize it. The reactants are: N[C@@H]1CCN(C2N=C3C(N=CN3[C@@H]3C[C@H](N4N=NC(CC)=N4)[C@@H](O)[C@H]3O)=C(NCC(C3C=CC=CC=3)C3C=CC=CC=3)N=2)C1.[ClH:45].[C:46]1([CH:52]([C:94]2[CH:99]=[CH:98][CH:97]=[CH:96][CH:95]=2)[CH2:53][NH:54][C:55]2[N:63]=[C:62]([N:64]3[CH2:68][CH2:67][C@@H:66]([NH:69][C:70](NCC4C=CC=CN=4)=[O:71])[CH2:65]3)[N:61]=[C:60]3[C:56]=2[N:57]=[CH:58][N:59]3[C@@H:80]2[CH2:84][C@H:83]([N:85]3[N:89]=[N:88][C:87]([CH2:90][CH3:91])=[N:86]3)[C@@H:82]([OH:92])[C@H:81]2[OH:93])[CH:51]=[CH:50][CH:49]=[CH:48][CH:47]=1.[CH3:100][O:101][C:102](=[O:111])[C:103]1[CH:108]=[CH:107][C:106]([CH2:109][NH2:110])=[CH:105][CH:104]=1. (3) Given the product [CH2:19]([C:17]1[CH:16]=[C:15]([C:22]2[CH:27]=[CH:26][C:25]([OH:28])=[CH:24][CH:23]=2)[C:14]([C:29]2[CH:34]=[CH:33][CH:32]=[CH:31][CH:30]=2)=[C:13]([C:11]2[CH:12]=[N:8][NH:9][CH:10]=2)[CH:18]=1)[CH2:20][CH3:21], predict the reactants needed to synthesize it. The reactants are: C([N:8]1[CH:12]=[C:11]([C:13]2[CH:18]=[C:17]([CH2:19][CH2:20][CH3:21])[CH:16]=[C:15]([C:22]3[CH:27]=[CH:26][C:25]([OH:28])=[CH:24][CH:23]=3)[C:14]=2[C:29]2[CH:34]=[CH:33][CH:32]=[CH:31][CH:30]=2)[CH:10]=[N:9]1)C1C=CC=CC=1.C1CCCCC=1. (4) Given the product [Cl:30][C:25]1[C:24]([OH:31])=[C:23]([CH:28]=[C:27]([Cl:29])[CH:26]=1)[CH2:22][N:19]1[CH2:18][CH2:17][CH:16]([CH2:15][NH:14][C:11]2[NH:10][C:9]3[CH:8]=[CH:7][CH:6]=[C:5]([C:3]([OH:4])=[O:2])[C:13]=3[N:12]=2)[CH2:21][CH2:20]1, predict the reactants needed to synthesize it. The reactants are: C[O:2][C:3]([C:5]1[C:13]2[N:12]=[C:11]([NH:14][CH2:15][CH:16]3[CH2:21][CH2:20][N:19]([CH2:22][C:23]4[CH:28]=[C:27]([Cl:29])[CH:26]=[C:25]([Cl:30])[C:24]=4[OH:31])[CH2:18][CH2:17]3)[NH:10][C:9]=2[CH:8]=[CH:7][CH:6]=1)=[O:4].[OH-].[Li+].Cl.C(OCC)(=O)C.